This data is from NCI-60 drug combinations with 297,098 pairs across 59 cell lines. The task is: Regression. Given two drug SMILES strings and cell line genomic features, predict the synergy score measuring deviation from expected non-interaction effect. (1) Drug 1: C1=CC(=CC=C1CC(C(=O)O)N)N(CCCl)CCCl.Cl. Drug 2: COCCOC1=C(C=C2C(=C1)C(=NC=N2)NC3=CC=CC(=C3)C#C)OCCOC.Cl. Cell line: K-562. Synergy scores: CSS=8.91, Synergy_ZIP=-0.625, Synergy_Bliss=5.91, Synergy_Loewe=-0.936, Synergy_HSA=0.0351. (2) Drug 1: C1=CC(=CC=C1C#N)C(C2=CC=C(C=C2)C#N)N3C=NC=N3. Drug 2: C1CN(CCN1C(=O)CCBr)C(=O)CCBr. Cell line: CCRF-CEM. Synergy scores: CSS=68.0, Synergy_ZIP=-1.90, Synergy_Bliss=1.03, Synergy_Loewe=7.01, Synergy_HSA=4.32. (3) Drug 1: C1=CN(C(=O)N=C1N)C2C(C(C(O2)CO)O)O.Cl. Drug 2: CCC1=C2CN3C(=CC4=C(C3=O)COC(=O)C4(CC)O)C2=NC5=C1C=C(C=C5)O. Cell line: U251. Synergy scores: CSS=53.7, Synergy_ZIP=-2.86, Synergy_Bliss=-4.31, Synergy_Loewe=1.18, Synergy_HSA=2.95. (4) Drug 1: C1CCC(CC1)NC(=O)N(CCCl)N=O. Drug 2: CCN(CC)CCCC(C)NC1=C2C=C(C=CC2=NC3=C1C=CC(=C3)Cl)OC. Cell line: U251. Synergy scores: CSS=34.6, Synergy_ZIP=-10.4, Synergy_Bliss=-3.59, Synergy_Loewe=-1.93, Synergy_HSA=-1.38. (5) Cell line: 786-0. Synergy scores: CSS=55.1, Synergy_ZIP=-7.01, Synergy_Bliss=-7.32, Synergy_Loewe=-4.67, Synergy_HSA=-1.83. Drug 1: C1=CC(=C2C(=C1NCCNCCO)C(=O)C3=C(C=CC(=C3C2=O)O)O)NCCNCCO. Drug 2: C1=NC2=C(N1)C(=S)N=C(N2)N.